From a dataset of NCI-60 drug combinations with 297,098 pairs across 59 cell lines. Regression. Given two drug SMILES strings and cell line genomic features, predict the synergy score measuring deviation from expected non-interaction effect. (1) Drug 1: C1=CC=C(C=C1)NC(=O)CCCCCCC(=O)NO. Drug 2: COC1=C2C(=CC3=C1OC=C3)C=CC(=O)O2. Cell line: UACC62. Synergy scores: CSS=18.3, Synergy_ZIP=3.26, Synergy_Bliss=0.622, Synergy_Loewe=-23.8, Synergy_HSA=-0.0335. (2) Drug 1: CNC(=O)C1=CC=CC=C1SC2=CC3=C(C=C2)C(=NN3)C=CC4=CC=CC=N4. Drug 2: CC1CCCC2(C(O2)CC(NC(=O)CC(C(C(=O)C(C1O)C)(C)C)O)C(=CC3=CSC(=N3)C)C)C. Cell line: HOP-62. Synergy scores: CSS=1.87, Synergy_ZIP=0.779, Synergy_Bliss=1.89, Synergy_Loewe=-3.56, Synergy_HSA=-0.951. (3) Drug 1: CC(C)(C#N)C1=CC(=CC(=C1)CN2C=NC=N2)C(C)(C)C#N. Drug 2: CC(C)NC(=O)C1=CC=C(C=C1)CNNC.Cl. Cell line: NCI-H522. Synergy scores: CSS=-2.48, Synergy_ZIP=-1.06, Synergy_Bliss=-2.89, Synergy_Loewe=-2.68, Synergy_HSA=-2.89. (4) Drug 1: CC12CCC3C(C1CCC2=O)CC(=C)C4=CC(=O)C=CC34C. Drug 2: CC12CCC3C(C1CCC2OP(=O)(O)O)CCC4=C3C=CC(=C4)OC(=O)N(CCCl)CCCl.[Na+]. Cell line: M14. Synergy scores: CSS=0.677, Synergy_ZIP=-10.3, Synergy_Bliss=-21.8, Synergy_Loewe=-28.1, Synergy_HSA=-21.9. (5) Drug 1: C1=CC(=C2C(=C1NCCNCCO)C(=O)C3=C(C=CC(=C3C2=O)O)O)NCCNCCO. Drug 2: C1=NNC2=C1C(=O)NC=N2. Cell line: OVCAR-8. Synergy scores: CSS=43.2, Synergy_ZIP=2.34, Synergy_Bliss=2.87, Synergy_Loewe=-27.8, Synergy_HSA=2.98. (6) Drug 1: CC1=C(C(CCC1)(C)C)C=CC(=CC=CC(=CC(=O)O)C)C. Drug 2: C1=NNC2=C1C(=O)NC=N2. Cell line: HT29. Synergy scores: CSS=1.59, Synergy_ZIP=-1.06, Synergy_Bliss=1.44, Synergy_Loewe=-0.456, Synergy_HSA=0.404. (7) Drug 1: CC1=C2C(C(=O)C3(C(CC4C(C3C(C(C2(C)C)(CC1OC(=O)C(C(C5=CC=CC=C5)NC(=O)C6=CC=CC=C6)O)O)OC(=O)C7=CC=CC=C7)(CO4)OC(=O)C)O)C)OC(=O)C. Drug 2: C1=CC=C(C(=C1)C(C2=CC=C(C=C2)Cl)C(Cl)Cl)Cl. Cell line: UO-31. Synergy scores: CSS=4.64, Synergy_ZIP=-1.66, Synergy_Bliss=-1.41, Synergy_Loewe=-25.8, Synergy_HSA=-1.14. (8) Drug 1: CC12CCC(CC1=CCC3C2CCC4(C3CC=C4C5=CN=CC=C5)C)O. Drug 2: C1=CN(C=N1)CC(O)(P(=O)(O)O)P(=O)(O)O. Cell line: TK-10. Synergy scores: CSS=16.5, Synergy_ZIP=3.22, Synergy_Bliss=7.60, Synergy_Loewe=1.88, Synergy_HSA=7.41.